The task is: Predict the product of the given reaction.. This data is from Forward reaction prediction with 1.9M reactions from USPTO patents (1976-2016). (1) Given the reactants Br[C:2]1[N:7]=[C:6]([C:8]2[N:12]([CH3:13])[C:11]3[CH:14]=[CH:15][CH:16]=[CH:17][C:10]=3[N:9]=2)[CH:5]=[CH:4][CH:3]=1.[NH:18]1[CH2:23][CH2:22][NH:21][CH2:20][CH2:19]1.CS(C)=O.[F-].[Cs+], predict the reaction product. The product is: [CH3:13][N:12]1[C:11]2[CH:14]=[CH:15][CH:16]=[CH:17][C:10]=2[N:9]=[C:8]1[C:6]1[CH:5]=[CH:4][CH:3]=[C:2]([N:18]2[CH2:23][CH2:22][NH:21][CH2:20][CH2:19]2)[N:7]=1. (2) Given the reactants N12CCCN=C1CCCCC2.[CH3:12][O:13][C:14]([C:16]1[C:17]([C:23]2[CH:28]=[CH:27][C:26]([C:29]3[S:30][CH:31]=[CH:32][C:33]=3[NH:34][S:35]([CH:38]([CH3:40])[CH3:39])(=[O:37])=[O:36])=[CH:25][CH:24]=2)=[C:18]([NH2:22])[CH:19]=[CH:20][CH:21]=1)=[O:15].[CH:41]([S:44](Cl)(=[O:46])=[O:45])([CH3:43])[CH3:42], predict the reaction product. The product is: [CH3:12][O:13][C:14]([C:16]1[C:17]([C:23]2[CH:24]=[CH:25][C:26]([C:29]3[S:30][CH:31]=[CH:32][C:33]=3[NH:34][S:35]([CH:38]([CH3:40])[CH3:39])(=[O:37])=[O:36])=[CH:27][CH:28]=2)=[C:18]([NH:22][S:44]([CH:41]([CH3:43])[CH3:42])(=[O:46])=[O:45])[CH:19]=[CH:20][CH:21]=1)=[O:15]. (3) Given the reactants [CH:1]1([N:4]([CH2:18][C:19]([O:21]CC)=[O:20])[S:5]([C:8]2[C:13]([CH3:14])=[CH:12][C:11]([O:15][CH3:16])=[CH:10][C:9]=2[CH3:17])(=[O:7])=[O:6])[CH2:3][CH2:2]1.[Li+].[OH-], predict the reaction product. The product is: [CH:1]1([N:4]([CH2:18][C:19]([OH:21])=[O:20])[S:5]([C:8]2[C:13]([CH3:14])=[CH:12][C:11]([O:15][CH3:16])=[CH:10][C:9]=2[CH3:17])(=[O:7])=[O:6])[CH2:2][CH2:3]1.